From a dataset of Forward reaction prediction with 1.9M reactions from USPTO patents (1976-2016). Predict the product of the given reaction. Given the reactants Cl.CN.[CH:4]1([NH:7][C:8]([C:10]2[CH:11]=[C:12]([F:34])[C:13]([CH3:33])=[C:14]([C:16]3[CH:21]=[CH:20][C:19]([C:22]([OH:24])=O)=[CH:18][C:17]=3[C:25]([NH:27][C:28]3[S:29][CH:30]=[CH:31][N:32]=3)=[O:26])[CH:15]=2)=[O:9])[CH2:6][CH2:5]1.Cl.[CH3:36][N:37](C)CCCN=C=NCC.C(N(CC)CC)C, predict the reaction product. The product is: [CH:4]1([NH:7][C:8]([C:10]2[CH:15]=[C:14]([C:16]3[C:17]([C:25]([NH:27][C:28]4[S:29][CH:30]=[CH:31][N:32]=4)=[O:26])=[CH:18][C:19]([C:22]([NH:37][CH3:36])=[O:24])=[CH:20][CH:21]=3)[C:13]([CH3:33])=[C:12]([F:34])[CH:11]=2)=[O:9])[CH2:6][CH2:5]1.